Dataset: Forward reaction prediction with 1.9M reactions from USPTO patents (1976-2016). Task: Predict the product of the given reaction. (1) Given the reactants [CH:1]([C:3]1[CH:16]=[CH:15][C:6]([C:7]([NH:9][CH2:10][Si:11]([CH3:14])([CH3:13])[CH3:12])=[O:8])=[CH:5][C:4]=1[C:17]([F:20])([F:19])[F:18])=O.Cl.[NH2:22][OH:23].C([O-])(=O)C.[Na+], predict the reaction product. The product is: [OH:23]/[N:22]=[CH:1]/[C:3]1[CH:16]=[CH:15][C:6]([C:7]([NH:9][CH2:10][Si:11]([CH3:14])([CH3:13])[CH3:12])=[O:8])=[CH:5][C:4]=1[C:17]([F:20])([F:19])[F:18]. (2) Given the reactants P([O-])([O-])([O-])=O.[K+].[K+].[K+].Br[C:10]1[CH:29]=[CH:28][C:13]([CH2:14][N:15]2[C:23]3[C:18](=[N:19][CH:20]=[CH:21][CH:22]=3)[C:17]([C:24]([O:26][CH3:27])=[O:25])=[CH:16]2)=[C:12]([F:30])[CH:11]=1.[CH3:31][N:32]1[CH:36]=[C:35](B2OC(C)(C)C(C)(C)O2)[CH:34]=[N:33]1.C1(P(C2CCCCC2)C2CCCCC2)CCCCC1, predict the reaction product. The product is: [F:30][C:12]1[CH:11]=[C:10]([C:35]2[CH:34]=[N:33][N:32]([CH3:31])[CH:36]=2)[CH:29]=[CH:28][C:13]=1[CH2:14][N:15]1[C:23]2[C:18](=[N:19][CH:20]=[CH:21][CH:22]=2)[C:17]([C:24]([O:26][CH3:27])=[O:25])=[CH:16]1. (3) Given the reactants [N+:1]([C:4]1[CH:5]=[CH:6][C:7]([CH3:23])=[C:8]([NH:10][C:11]2C=[C:15]([C:17]3[CH:18]=[N:19][CH:20]=[CH:21][CH:22]=3)[CH:14]=[CH:13][N:12]=2)[CH:9]=1)([O-])=O.[NH2:24]N, predict the reaction product. The product is: [NH2:1][C:4]1[CH:5]=[CH:6][C:7]([CH3:23])=[C:8]([NH:10][C:11]2[N:24]=[C:15]([C:17]3[CH:18]=[N:19][CH:20]=[CH:21][CH:22]=3)[CH:14]=[CH:13][N:12]=2)[CH:9]=1.